Dataset: Full USPTO retrosynthesis dataset with 1.9M reactions from patents (1976-2016). Task: Predict the reactants needed to synthesize the given product. (1) Given the product [CH3:35][C:36]1[CH:41]=[CH:40][C:39]([S:42]([O:15][CH2:14][C:13]([NH:12][C:10](=[O:11])[C:7]2[CH:6]=[C:5]([O:23][CH2:24][C:25]([F:27])([F:26])[F:28])[C:4]([CH:1]3[CH2:3][CH2:2]3)=[CH:9][N:8]=2)([C:17]2[N:21]=[C:20]([CH3:22])[O:19][N:18]=2)[CH3:16])(=[O:44])=[O:43])=[CH:38][CH:37]=1, predict the reactants needed to synthesize it. The reactants are: [CH:1]1([C:4]2[C:5]([O:23][CH2:24][C:25]([F:28])([F:27])[F:26])=[CH:6][C:7]([C:10]([NH:12][C:13]([C:17]3[N:21]=[C:20]([CH3:22])[O:19][N:18]=3)([CH3:16])[CH2:14][OH:15])=[O:11])=[N:8][CH:9]=2)[CH2:3][CH2:2]1.C([O-])([O-])=O.[K+].[K+].[CH3:35][C:36]1[CH:41]=[CH:40][C:39]([S:42](Cl)(=[O:44])=[O:43])=[CH:38][CH:37]=1. (2) Given the product [F:1][C:2]1[C:3]([NH:15][CH:16]2[CH2:21][CH2:20][CH2:19][NH:18][CH2:17]2)=[N:4][C:5]([NH:8][C:9]2[CH:14]=[CH:13][CH:12]=[CH:11][CH:10]=2)=[N:6][CH:7]=1, predict the reactants needed to synthesize it. The reactants are: [F:1][C:2]1[C:3]([NH:15][CH:16]2[CH2:21][CH2:20][CH2:19][N:18](C(OC(C)(C)C)=O)[CH2:17]2)=[N:4][C:5]([NH:8][C:9]2[CH:14]=[CH:13][CH:12]=[CH:11][CH:10]=2)=[N:6][CH:7]=1.C(O)(C(F)(F)F)=O. (3) Given the product [Cl:1][C:2]1[CH:3]=[C:4]([N:19]2[C:24](=[O:25])[NH:23][C:22](=[O:26])[CH:21]=[N:20]2)[CH:5]=[C:6]([Cl:18])[C:7]=1[O:8][C:9]1[CH:14]=[CH:13][C:12]([OH:15])=[C:11]([CH2:16][N:31]2[CH2:36][CH2:35][CH2:34][CH2:33][CH2:32]2)[CH:10]=1, predict the reactants needed to synthesize it. The reactants are: [Cl:1][C:2]1[CH:3]=[C:4]([N:19]2[C:24](=[O:25])[NH:23][C:22](=[O:26])[CH:21]=[N:20]2)[CH:5]=[C:6]([Cl:18])[C:7]=1[O:8][C:9]1[CH:14]=[CH:13][C:12]([OH:15])=[C:11]([CH:16]=O)[CH:10]=1.C(O)(=O)C.[NH:31]1[CH2:36][CH2:35][CH2:34][CH2:33][CH2:32]1.C(O[BH-](OC(=O)C)OC(=O)C)(=O)C.[Na+]. (4) Given the product [Cl:29][C:25]1[CH:26]=[CH:27][CH:28]=[C:23]([Cl:22])[C:24]=1[C:30]1[C:34]([CH2:35][O:1][C:2]2[CH:3]=[C:4]3[C:9](=[CH:10][CH:11]=2)[CH:8]=[C:7]([C:12]2[CH:13]=[C:14]([CH:19]=[CH:20][CH:21]=2)[C:15]([O:17][CH3:18])=[O:16])[CH:6]=[CH:5]3)=[C:33]([CH:37]([CH3:39])[CH3:38])[O:32][N:31]=1, predict the reactants needed to synthesize it. The reactants are: [OH:1][C:2]1[CH:3]=[C:4]2[C:9](=[CH:10][CH:11]=1)[CH:8]=[C:7]([C:12]1[CH:13]=[C:14]([CH:19]=[CH:20][CH:21]=1)[C:15]([O:17][CH3:18])=[O:16])[CH:6]=[CH:5]2.[Cl:22][C:23]1[CH:28]=[CH:27][CH:26]=[C:25]([Cl:29])[C:24]=1[C:30]1[C:34]([CH2:35]O)=[C:33]([CH:37]([CH3:39])[CH3:38])[O:32][N:31]=1.C1(P(C2C=CC=CC=2)C2C=CC=CC=2)C=CC=CC=1.N(C(OC(C)C)=O)=NC(OC(C)C)=O.